Predict which catalyst facilitates the given reaction. From a dataset of Catalyst prediction with 721,799 reactions and 888 catalyst types from USPTO. (1) Reactant: [CH2:1](O)[CH3:2].[Br:4][C:5]1[CH:6]=[C:7]([CH:11]=[C:12]([F:14])[CH:13]=1)[C:8]([OH:10])=[O:9].S(=O)(=O)(O)O. Product: [Br:4][C:5]1[CH:6]=[C:7]([CH:11]=[C:12]([F:14])[CH:13]=1)[C:8]([O:10][CH2:1][CH3:2])=[O:9]. The catalyst class is: 6. (2) Reactant: Br[C:2]1[CH:7]=[CH:6][C:5]([F:8])=[C:4]([CH3:9])[CH:3]=1.[C:10]1(=[O:16])[O:15][C:13](=[O:14])[CH2:12][CH2:11]1.Cl. Product: [F:8][C:5]1[CH:6]=[CH:7][C:2]([C:10](=[O:16])[CH2:11][CH2:12][C:13]([OH:15])=[O:14])=[CH:3][C:4]=1[CH3:9]. The catalyst class is: 1.